Task: Predict the reaction yield, written as a fraction of the theoretical maximum amount of product (1.0 means a 100% yield; for example, 0.34 means a 34% yield).. Dataset: Reaction yield outcomes from USPTO patents with 853,638 reactions (1) The reactants are [C@@H:1]12[O:7][C@@H:4]([CH2:5][CH2:6]1)[CH2:3][C@H:2]2[CH2:8][C:9]([O:11]C)=[O:10].O[Li].O. The catalyst is C1COCC1.O. The product is [C@@H:1]12[O:7][C@@H:4]([CH2:5][CH2:6]1)[CH2:3][C@H:2]2[CH2:8][C:9]([OH:11])=[O:10]. The yield is 0.910. (2) The reactants are C(=O)([O-])[O-].[K+].[K+].[CH2:7]([O:9][C:10](=[O:23])[NH:11][C:12]1[CH:17]=[C:16]([Cl:18])[N:15]=[C:14]([Cl:19])[C:13]=1[N+:20]([O-:22])=[O:21])[CH3:8].[I-].[Na+].Cl.Cl[CH2:28][C:29]1[CH:30]=[CH:31][C:32]([CH3:35])=[N:33][CH:34]=1. The catalyst is CCOC(C)=O.ClCCl.CC(C)=O. The product is [CH2:7]([O:9][C:10](=[O:23])[N:11]([C:12]1[CH:17]=[C:16]([Cl:18])[N:15]=[C:14]([Cl:19])[C:13]=1[N+:20]([O-:22])=[O:21])[CH2:28][C:29]1[CH:34]=[N:33][C:32]([CH3:35])=[CH:31][CH:30]=1)[CH3:8]. The yield is 0.640. (3) The reactants are [C:1](Cl)(=[O:3])[CH3:2].[Cl:5][C:6]1[CH:31]=[CH:30][C:9]2[N:10]3[C:14]([CH2:15][NH:16][CH2:17][C:8]=2[CH:7]=1)=[N:13][N:12]=[C:11]3[CH:18]1[CH2:23][CH2:22][N:21]([C:24]2[N:29]=[CH:28][CH:27]=[CH:26][N:25]=2)[CH2:20][CH2:19]1. No catalyst specified. The product is [Cl:5][C:6]1[CH:31]=[CH:30][C:9]2[N:10]3[C:14]([CH2:15][N:16]([C:1](=[O:3])[CH3:2])[CH2:17][C:8]=2[CH:7]=1)=[N:13][N:12]=[C:11]3[CH:18]1[CH2:23][CH2:22][N:21]([C:24]2[N:25]=[CH:26][CH:27]=[CH:28][N:29]=2)[CH2:20][CH2:19]1. The yield is 0.370.